Task: Regression. Given a peptide amino acid sequence and an MHC pseudo amino acid sequence, predict their binding affinity value. This is MHC class I binding data.. Dataset: Peptide-MHC class I binding affinity with 185,985 pairs from IEDB/IMGT (1) The peptide sequence is LSDAARLFL. The MHC is HLA-A68:02 with pseudo-sequence HLA-A68:02. The binding affinity (normalized) is 0.0847. (2) The peptide sequence is WRNEKLFSRW. The MHC is Mamu-B17 with pseudo-sequence Mamu-B17. The binding affinity (normalized) is 0.429. (3) The peptide sequence is MALIVSIFK. The MHC is HLA-A30:01 with pseudo-sequence HLA-A30:01. The binding affinity (normalized) is 0.372. (4) The peptide sequence is TAEDMLNPNY. The MHC is HLA-A24:02 with pseudo-sequence HLA-A24:02. The binding affinity (normalized) is 0. (5) The peptide sequence is LVSAGIRKV. The MHC is HLA-B15:03 with pseudo-sequence HLA-B15:03. The binding affinity (normalized) is 0.379.